This data is from Forward reaction prediction with 1.9M reactions from USPTO patents (1976-2016). The task is: Predict the product of the given reaction. (1) Given the reactants Cl[C:2]1[N:7]=[C:6](Cl)[CH:5]=[C:4]([C:9]([O:11][CH3:12])=[O:10])[N:3]=1.[CH:13]1([NH2:16])[CH2:15][CH2:14]1.[NH:17]1[CH2:22][CH2:21][O:20][CH2:19][CH2:18]1.[CH2:23](N(CC)CC)C, predict the reaction product. The product is: [CH:13]1([NH:16][C:6]2[N:7]=[C:2]([N:17]3[CH2:22][CH2:21][O:20][CH2:19][CH2:18]3)[N:3]=[C:4]([C:9]([O:11][CH2:12][CH3:23])=[O:10])[CH:5]=2)[CH2:15][CH2:14]1. (2) Given the reactants [Si:1]([O:8][CH2:9][CH:10]1[CH2:15][CH:14]([OH:16])[CH2:13][CH2:12][O:11]1)([C:4]([CH3:7])([CH3:6])[CH3:5])([CH3:3])[CH3:2].[CH3:17][S:18](Cl)(=[O:20])=[O:19], predict the reaction product. The product is: [CH3:17][S:18]([O:16][CH:14]1[CH2:13][CH2:12][O:11][CH:10]([CH2:9][O:8][Si:1]([C:4]([CH3:7])([CH3:6])[CH3:5])([CH3:3])[CH3:2])[CH2:15]1)(=[O:20])=[O:19].